Dataset: Full USPTO retrosynthesis dataset with 1.9M reactions from patents (1976-2016). Task: Predict the reactants needed to synthesize the given product. (1) Given the product [CH:26]12[CH2:25][CH:24]3[CH2:23][CH:22]([CH2:21][CH:20]([CH2:28]3)[CH:19]1[NH:18][C:17]([CH:12]1[CH2:13][CH2:14][CH2:15][CH2:16][NH:11]1)=[O:29])[CH2:27]2, predict the reactants needed to synthesize it. The reactants are: C(OC([N:11]1[CH2:16][CH2:15][CH2:14][CH2:13][CH:12]1[C:17](=[O:29])[NH:18][CH:19]1[CH:26]2[CH2:27][CH:22]3[CH2:23][CH:24]([CH2:28][CH:20]1[CH2:21]3)[CH2:25]2)=O)C1C=CC=CC=1. (2) Given the product [NH2:1][C:2]1[C:3]2[N:10]=[C:9]([C:11]3[N:15]([CH2:16][CH:17]4[CH2:18][CH2:19][CH:20]([OH:23])[CH2:21][CH2:22]4)[CH:14]=[N:13][C:12]=3[C:24]3[CH:25]=[CH:26][CH:27]=[CH:28][CH:29]=3)[S:8][C:4]=2[N:5]=[CH:6][N:7]=1, predict the reactants needed to synthesize it. The reactants are: [NH2:1][C:2]1[C:3]2[N:10]=[C:9]([C:11]3[N:15]([CH2:16][CH:17]4[CH2:22][CH2:21][C:20](=[O:23])[CH2:19][CH2:18]4)[CH:14]=[N:13][C:12]=3[C:24]3[CH:29]=[CH:28][CH:27]=[CH:26][CH:25]=3)[S:8][C:4]=2[N:5]=[CH:6][N:7]=1.C(O[BH-](OC(=O)C)OC(=O)C)(=O)C.[Na+].CN1CCNCC1. (3) Given the product [Cl:1][C:2]1[CH:3]=[C:4]([CH:18]=[CH:19][C:20]=1[F:21])[CH2:5][C:6]1[CH:7]=[N:8][C:9]2[N:10]([N:12]=[CH:13][C:14]=2[C:15]([NH:22][CH2:23][CH2:24][OH:25])=[O:17])[CH:11]=1, predict the reactants needed to synthesize it. The reactants are: [Cl:1][C:2]1[CH:3]=[C:4]([CH:18]=[CH:19][C:20]=1[F:21])[CH2:5][C:6]1[CH:7]=[N:8][C:9]2[N:10]([N:12]=[CH:13][C:14]=2[C:15]([OH:17])=O)[CH:11]=1.[NH2:22][CH2:23][CH2:24][OH:25].CN(C(ON1N=NC2C=CC=CC1=2)=[N+](C)C)C.[B-](F)(F)(F)F.C(N(CC)CC)C. (4) Given the product [CH2:24]([N:9]1[C:10]2[C:15](=[CH:14][CH:13]=[CH:12][C:11]=2[CH2:16][CH3:17])[C:7]2[CH2:6][CH2:5][O:4][C:3]([CH2:18][CH2:19][OH:21])([CH2:1][CH3:2])[C:8]1=2)[C:25]1[CH:30]=[CH:29][CH:28]=[CH:27][CH:26]=1, predict the reactants needed to synthesize it. The reactants are: [CH2:1]([C:3]1([CH2:18][C:19]([OH:21])=O)[C:8]2[NH:9][C:10]3[C:15]([C:7]=2[CH2:6][CH2:5][O:4]1)=[CH:14][CH:13]=[CH:12][C:11]=3[CH2:16][CH3:17])[CH3:2].[H-].[Na+].[CH2:24](Br)[C:25]1[CH:30]=[CH:29][CH:28]=[CH:27][CH:26]=1. (5) Given the product [C:2](#[N:1])[CH2:7][CH2:6][CH3:5].[NH2:1][C@@H:2]1[CH2:7][CH2:6][CH2:5][N:4]([C:8]2[C:13]([Br:14])=[CH:12][N:11]=[C:10]3[NH:15][CH:16]=[C:17]([NH:18][C:19]([CH:21]4[CH2:22][CH2:23]4)=[O:20])[C:9]=23)[CH2:3]1, predict the reactants needed to synthesize it. The reactants are: [NH2:1][C@@H:2]1[CH2:7][CH2:6][CH2:5][N:4]([C:8]2[C:13]([Br:14])=[CH:12][N:11]=[C:10]3[NH:15][CH:16]=[C:17]([NH:18][C:19]([CH:21]4[CH2:23][CH2:22]4)=[O:20])[C:9]=23)[CH2:3]1. (6) Given the product [O:19]=[C:17]1[N:16]2[CH2:20][CH2:21][NH:22][C:15]2=[CH:14][C:13]([O:12][CH2:11][C:10]2[CH:30]=[CH:31][C:7]([O:6][C:5]3[CH:4]=[C:3]([CH:38]=[CH:37][CH:36]=3)[C:1]#[N:2])=[C:8]([C:32]([F:34])([F:35])[F:33])[CH:9]=2)=[N:18]1, predict the reactants needed to synthesize it. The reactants are: [C:1]([C:3]1[CH:4]=[C:5]([CH:36]=[CH:37][CH:38]=1)[O:6][C:7]1[CH:31]=[CH:30][C:10]([CH2:11][O:12][C:13]2[CH:14]=[C:15]3[N:22](C(OC(C)(C)C)=O)[CH2:21][CH2:20][N:16]3[C:17](=[O:19])[N:18]=2)=[CH:9][C:8]=1[C:32]([F:35])([F:34])[F:33])#[N:2].